From a dataset of Reaction yield outcomes from USPTO patents with 853,638 reactions. Predict the reaction yield, written as a fraction of the theoretical maximum amount of product (1.0 means a 100% yield; for example, 0.34 means a 34% yield). (1) The reactants are [CH2:1]([O:3][C:4](=[O:16])[C:5]([C:8]1[CH:13]=[CH:12][CH:11]=[C:10]([O:14]C)[CH:9]=1)([CH3:7])[CH3:6])[CH3:2].B(Br)(Br)Br.C([O-])(O)=O.[Na+]. The catalyst is ClCCl. The product is [CH2:1]([O:3][C:4](=[O:16])[C:5]([C:8]1[CH:13]=[CH:12][CH:11]=[C:10]([OH:14])[CH:9]=1)([CH3:7])[CH3:6])[CH3:2]. The yield is 0.770. (2) The reactants are [C-:1]#[N:2].[K+].CC1C=CC(S(O[CH2:15][CH:16]2[CH2:23][C:22]3[C:17]2=[CH:18][CH:19]=[CH:20][CH:21]=3)(=O)=O)=CC=1. The catalyst is CN(C=O)C.O. The product is [C:22]12[CH2:23][CH:16]([CH2:15][C:1]#[N:2])[C:17]1=[CH:18][CH:19]=[CH:20][CH:21]=2. The yield is 0.750. (3) The reactants are C[O:2][C:3](=[O:19])[C:4]1[CH:16]=[C:15]([CH:17]=[CH2:18])[CH:14]=[C:6]([C:7]([N:9]([CH3:13])[CH2:10][CH2:11][CH3:12])=[O:8])[CH:5]=1.[OH-].[Li+]. The catalyst is C1COCC1. The product is [CH3:13][N:9]([CH2:10][CH2:11][CH3:12])[C:7](=[O:8])[C:6]1[CH:5]=[C:4]([CH:16]=[C:15]([CH:17]=[CH2:18])[CH:14]=1)[C:3]([OH:19])=[O:2]. The yield is 0.700. (4) The reactants are [CH3:1][C:2]1[C:6]([CH2:7][N:8]2[CH:12]=[C:11]([C:13](OCC)=[O:14])[CH:10]=[N:9]2)=[C:5]([CH3:18])[O:4][N:3]=1.[NH2:19][NH2:20]. The catalyst is CCO. The product is [CH3:1][C:2]1[C:6]([CH2:7][N:8]2[CH:12]=[C:11]([C:13]([NH:19][NH2:20])=[O:14])[CH:10]=[N:9]2)=[C:5]([CH3:18])[O:4][N:3]=1. The yield is 0.970. (5) The reactants are Br[C:2]1[CH:3]=[CH:4][C:5]([N:8]2[CH2:13][CH2:12][N:11]([CH:14]=[O:15])[CH2:10][CH2:9]2)=[N:6][CH:7]=1.[F:16][C:17]1[CH:22]=[CH:21][C:20](B(O)O)=[CH:19][CH:18]=1.CCO.C([O-])([O-])=O.[Na+].[Na+]. The yield is 0.940. The catalyst is C1(C)C=CC=CC=1.Cl[Pd]Cl.C1(P(C2C=CC=CC=2)[C-]2C=CC=C2)C=CC=CC=1.[C-]1(P(C2C=CC=CC=2)C2C=CC=CC=2)C=CC=C1.[Fe+2]. The product is [F:16][C:17]1[CH:22]=[CH:21][C:20]([C:2]2[CH:3]=[CH:4][C:5]([N:8]3[CH2:13][CH2:12][N:11]([CH:14]=[O:15])[CH2:10][CH2:9]3)=[N:6][CH:7]=2)=[CH:19][CH:18]=1. (6) The reactants are [CH2:1]([C@H:8]([NH:19][C:20](=[O:30])[O:21][C@@H:22]1[C@H:29]2[C@H:25]([O:26][CH2:27][CH2:28]2)[O:24][CH2:23]1)[C@H:9]([OH:18])[CH2:10][NH:11][O:12][CH:13]([CH2:16][CH3:17])[CH2:14][CH3:15])[C:2]1[CH:7]=[CH:6][CH:5]=[CH:4][CH:3]=1.[O:31]1[C:35]2[CH:36]=[CH:37][C:38]([S:40](Cl)(=[O:42])=[O:41])=[CH:39][C:34]=2[O:33][CH2:32]1.C(N(C(C)C)CC)(C)C. The catalyst is O1CCCC1.CN(C1C=CC=CN=1)C. The product is [O:31]1[C:35]2[CH:36]=[CH:37][C:38]([S:40]([N:11]([O:12][CH:13]([CH2:14][CH3:15])[CH2:16][CH3:17])[CH2:10][C@@H:9]([OH:18])[C@@H:8]([NH:19][C:20](=[O:30])[O:21][C@@H:22]3[C@H:29]4[C@H:25]([O:26][CH2:27][CH2:28]4)[O:24][CH2:23]3)[CH2:1][C:2]3[CH:3]=[CH:4][CH:5]=[CH:6][CH:7]=3)(=[O:41])=[O:42])=[CH:39][C:34]=2[O:33][CH2:32]1. The yield is 0.800. (7) The reactants are [OH:1][N:2]1[C:6](=[O:7])[C:5]2=[CH:8][CH:9]=[CH:10][CH:11]=[C:4]2[C:3]1=[O:12].CCN(CC)CC.[F:20][C:21]([F:35])([F:34])[C:22]1[CH:29]=[CH:28][C:27]([C:30]([F:33])([F:32])[F:31])=[CH:26][C:23]=1[CH2:24]Br.CO. The catalyst is CN(C=O)C.O. The product is [F:20][C:21]([F:34])([F:35])[C:22]1[CH:29]=[CH:28][C:27]([C:30]([F:33])([F:31])[F:32])=[CH:26][C:23]=1[CH2:24][O:1][N:2]1[C:3](=[O:12])[C:4]2=[CH:11][CH:10]=[CH:9][CH:8]=[C:5]2[C:6]1=[O:7]. The yield is 0.950.